Task: Predict the product of the given reaction.. Dataset: Forward reaction prediction with 1.9M reactions from USPTO patents (1976-2016) (1) Given the reactants [F:1][C:2]1[C:10]([C:11]2[CH:16]=[CH:15][C:14]([C:17]3([CH2:21][OH:22])[CH2:20][CH2:19][CH2:18]3)=[CH:13][CH:12]=2)=[C:9]([F:23])[CH:8]=[C:7]2[C:3]=1[C:4]([CH:24]=[O:25])=[CH:5][NH:6]2.CC(=CC)C.Cl([O-])=[O:32].[Na+].P([O-])(O)(O)=O.[Na+].S([O-])([O-])=O.[Na+].[Na+], predict the reaction product. The product is: [F:1][C:2]1[C:10]([C:11]2[CH:12]=[CH:13][C:14]([C:17]3([CH2:21][OH:22])[CH2:18][CH2:19][CH2:20]3)=[CH:15][CH:16]=2)=[C:9]([F:23])[CH:8]=[C:7]2[C:3]=1[C:4]([C:24]([OH:32])=[O:25])=[CH:5][NH:6]2. (2) Given the reactants [CH3:1][C@@H:2]([OH:71])[C@@H:3]1[NH:27][C:25](=[O:26])[C@H:24]([CH2:28][CH2:29][CH2:30][CH2:31][NH2:32])[NH:23][C:21](=[O:22])[C@@H:20]([CH2:33][C:34]2[C:38]3[CH:39]=[CH:40][CH:41]=[CH:42][C:37]=3[NH:36][CH:35]=2)[NH:19][C:17](=[O:18])[C@H:16]([CH2:43][C:44]2[CH:45]=[CH:46][CH:47]=[CH:48][CH:49]=2)[NH:15][C:13](=[O:14])[C@@H:12]([NH:50][C:51]([C@H:53]([NH2:61])[CH2:54][C:55]2[CH:56]=[CH:57][CH:58]=[CH:59][CH:60]=2)=[O:52])[CH2:11][S:10][S:9][CH2:8][C@@H:7]([C:62]([NH:64][C@@H:65]([C@H:68]([OH:70])[CH3:69])[CH2:66][OH:67])=[O:63])[NH:6][C:4]1=[O:5].CC(O)=O.CC[C@@]1(O)CN2C[C@@H](C[C@](C(OC)=O)(C3C=C4[C@]56[C@@H]7[C@](CC)([C@@H](OC(C)=O)[C@](O)(C(OC)=O)[C@@H]5N(C=O)C4=CC=3OC)C=CCN7CC6)C3NC4C=CC=CC=4C=3CC2)C1.OS(O)(=O)=O.CC1[C@@H](OC([C@H](O)[C@@H](NC(C2C=CC=CC=2)=O)C2C=CC=CC=2)=O)C[C@]2(O)C(C)(C)C=1[C@@H](OC(C)=O)C([C@@]1(C)[C@H]([C@@H]2OC(C2C=CC=CC=2)=O)[C@]2(OC(C)=O)CO[C@@H]2C[C@@H]1O)=O.C[C@@]12[C@@](O)(C(CO)=O)CC[C@H]1[C@@H]1CCC3[C@@](C)([C@H]1C(=O)C2)C=CC(=O)C=3, predict the reaction product. The product is: [CH3:1][C@@H:2]([OH:71])[C@@H:3]1[NH:27][C:25](=[O:26])[C@H:24]([CH2:28][CH2:29][CH2:30][CH2:31][NH2:32])[NH:23][C:21](=[O:22])[C@@H:20]([CH2:33][C:34]2[C:38]3[CH:39]=[CH:40][CH:41]=[CH:42][C:37]=3[NH:36][CH:35]=2)[NH:19][C:17](=[O:18])[C@H:16]([CH2:43][C:44]2[CH:49]=[CH:48][CH:47]=[CH:46][CH:45]=2)[NH:15][C:13](=[O:14])[C@@H:12]([NH:50][C:51]([C@H:53]([NH2:61])[CH2:54][C:55]2[CH:60]=[CH:59][CH:58]=[CH:57][CH:56]=2)=[O:52])[CH2:11][S:10][S:9][CH2:8][C@@H:7]([C:62]([NH:64][C@@H:65]([C@H:68]([OH:70])[CH3:69])[CH2:66][OH:67])=[O:63])[NH:6][C:4]1=[O:5]. (3) Given the reactants Cl[C:2]1[C:11]([C:12]([OH:14])=[O:13])=[CH:10][C:9]2[C:4](=[CH:5][CH:6]=[C:7]([Cl:15])[CH:8]=2)[N:3]=1.[NH2:16][C@@H:17]([CH2:21][C:22]1[CH:27]=[CH:26][C:25]([O:28][C:29]2[C:38]3[C:33](=[CH:34][C:35]([Cl:39])=[CH:36][CH:37]=3)[N:32]=[CH:31][CH:30]=2)=[CH:24][CH:23]=1)[C:18]([OH:20])=[O:19], predict the reaction product. The product is: [C:18]([C@@H:17]([NH:16][C:2]1[C:11]([C:12]([OH:14])=[O:13])=[CH:10][C:9]2[C:4](=[CH:5][CH:6]=[C:7]([Cl:15])[CH:8]=2)[N:3]=1)[CH2:21][C:22]1[CH:23]=[CH:24][C:25]([O:28][C:29]2[C:38]3[C:33](=[CH:34][C:35]([Cl:39])=[CH:36][CH:37]=3)[N:32]=[CH:31][CH:30]=2)=[CH:26][CH:27]=1)([OH:20])=[O:19].